This data is from Full USPTO retrosynthesis dataset with 1.9M reactions from patents (1976-2016). The task is: Predict the reactants needed to synthesize the given product. (1) Given the product [Pd:2].[CH3:19]/[C:17](/[O-:18])=[CH:13]/[C:4]([CH3:5])=[O:7].[CH3:19]/[C:17](/[O-:18])=[CH:13]/[C:9]([CH3:10])=[O:12].[Pd+2:2], predict the reactants needed to synthesize it. The reactants are: O.[Pd:2].[Pd+2].[C:4]([O-:7])(=O)[CH3:5].[Pd+2].[C:9]([O-:12])(=O)[CH3:10].[CH2:13]([C:17]([CH3:19])=[O:18])C(C)C. (2) Given the product [CH:42]1([C@@H:48]([NH:50][C:26]([C:25]2[C:20]3[C:19](=[CH:24][CH:23]=[CH:22][CH:21]=3)[N:18]=[C:17]([C:29]3[CH:34]=[CH:33][CH:32]=[CH:31][CH:30]=3)[C:16]=2[CH2:15][CH2:14][CH2:13][N:10]2[CH2:9][CH2:8][CH:7]([N:1]3[CH2:2][CH2:3][CH2:4][CH2:5][CH2:6]3)[CH2:12][CH2:11]2)=[O:27])[CH3:49])[CH2:47][CH2:46][CH2:45][CH2:44][CH2:43]1, predict the reactants needed to synthesize it. The reactants are: [N:1]1([CH:7]2[CH2:12][CH2:11][N:10]([CH2:13][CH2:14][CH2:15][C:16]3[C:17]([C:29]4[CH:34]=[CH:33][CH:32]=[CH:31][CH:30]=4)=[N:18][C:19]4[C:24]([C:25]=3[C:26](O)=[O:27])=[CH:23][CH:22]=[CH:21][CH:20]=4)[CH2:9][CH2:8]2)[CH2:6][CH2:5][CH2:4][CH2:3][CH2:2]1.CCN(CC)CC.[CH:42]1([C@@H:48]([NH2:50])[CH3:49])[CH2:47][CH2:46][CH2:45][CH2:44][CH2:43]1. (3) Given the product [F:15][C:16]1[CH:17]=[C:18]([CH:21]=[CH:22][C:23]=1[F:24])[CH2:19][NH:20][C:2]1[N:7]2[N:8]=[CH:9][CH:10]=[C:6]2[N:5]=[C:4]([C:11]([O:13][CH3:14])=[O:12])[CH:3]=1.[F:15][C:16]1[CH:17]=[C:18]([CH:21]=[CH:22][C:23]=1[F:24])[CH2:19][NH:20][C:11]([C:4]1[CH:3]=[C:2]([NH:20][CH2:19][C:18]2[CH:21]=[CH:22][C:23]([F:24])=[C:16]([F:15])[CH:17]=2)[N:7]2[N:8]=[CH:9][CH:10]=[C:6]2[N:5]=1)=[O:13], predict the reactants needed to synthesize it. The reactants are: Cl[C:2]1[N:7]2[N:8]=[CH:9][CH:10]=[C:6]2[N:5]=[C:4]([C:11]([O:13][CH3:14])=[O:12])[CH:3]=1.[F:15][C:16]1[CH:17]=[C:18]([CH:21]=[CH:22][C:23]=1[F:24])[CH2:19][NH2:20]. (4) Given the product [Cl:8][C:9]1[CH:10]=[C:11]([NH:23][C:24]2[C:33]3[C:28](=[CH:29][CH:30]=[CH:31][C:32]=3[O:34][CH2:35][C@@H:36]3[CH2:40][CH2:39][CH2:38][N:37]3[C:4](=[O:6])[CH2:3][N:2]([CH3:7])[CH3:1])[N:27]=[CH:26][N:25]=2)[CH:12]=[CH:13][C:14]=1[O:15][CH2:16][C:17]1[CH:22]=[CH:21][CH:20]=[CH:19][N:18]=1, predict the reactants needed to synthesize it. The reactants are: [CH3:1][N:2]([CH3:7])[CH2:3][C:4]([OH:6])=O.[Cl:8][C:9]1[CH:10]=[C:11]([NH:23][C:24]2[C:33]3[C:28](=[CH:29][CH:30]=[CH:31][C:32]=3[O:34][CH2:35][C@@H:36]3[CH2:40][CH2:39][CH2:38][N:37]3C(=O)CO)[N:27]=[CH:26][N:25]=2)[CH:12]=[CH:13][C:14]=1[O:15][CH2:16][C:17]1[CH:22]=[CH:21][CH:20]=[CH:19][N:18]=1. (5) Given the product [F:1][C:2]1[CH:7]=[CH:6][C:5]([C@H:8]([CH3:20])[C:9]([N:11]2[C@@H:15]([CH:16]([CH3:17])[CH3:18])[CH2:14][O:13][C:12]2=[O:19])=[O:10])=[CH:4][CH:3]=1, predict the reactants needed to synthesize it. The reactants are: [F:1][C:2]1[CH:7]=[CH:6][C:5]([CH2:8][C:9]([N:11]2[C@@H:15]([CH:16]([CH3:18])[CH3:17])[CH2:14][O:13][C:12]2=[O:19])=[O:10])=[CH:4][CH:3]=1.[CH3:20][Si]([N-][Si](C)(C)C)(C)C.[Na+].CC(O)=O. (6) Given the product [CH2:1]([O:3][C:4]1([C:11]([O:13][CH2:20][C:21]2[CH:26]=[CH:25][CH:24]=[CH:23][CH:22]=2)=[O:12])[CH2:5][CH2:6][C:7](=[O:10])[CH2:8][CH2:9]1)[CH3:2], predict the reactants needed to synthesize it. The reactants are: [CH2:1]([O:3][C:4]1([C:11]([OH:13])=[O:12])[CH2:9][CH2:8][C:7](=[O:10])[CH2:6][CH2:5]1)[CH3:2].C(=O)([O-])[O-].[K+].[K+].[CH2:20](Br)[C:21]1[CH:26]=[CH:25][CH:24]=[CH:23][CH:22]=1. (7) Given the product [Br:1][C:2]1[CH:11]=[C:10]2[C:5]([CH2:6][CH2:7][N:8]([C:13]3[CH:14]=[CH:15][C:16]([C:19]#[N:20])=[N:17][CH:18]=3)[CH2:9]2)=[CH:4][CH:3]=1, predict the reactants needed to synthesize it. The reactants are: [Br:1][C:2]1[CH:11]=[C:10]2[C:5]([CH2:6][CH2:7][NH:8][CH2:9]2)=[CH:4][CH:3]=1.Br[C:13]1[CH:14]=[CH:15][C:16]([C:19]#[N:20])=[N:17][CH:18]=1.C(=O)([O-])[O-].[K+].[K+]. (8) Given the product [Br:25][C:19]1[CH:20]=[CH:21][C:22]([F:24])=[CH:23][C:18]=1[O:17][CH:14]1[CH2:15][CH2:16][N:11]([C:6]2[N:7]=[CH:8][C:9]3[N:10]=[C:2]([S:38][CH2:37][C:36]([O:35][CH2:33][CH3:34])=[O:39])[S:3][C:4]=3[N:5]=2)[CH2:12][CH2:13]1, predict the reactants needed to synthesize it. The reactants are: Br[C:2]1[S:3][C:4]2[N:5]=[C:6]([N:11]3[CH2:16][CH2:15][CH:14]([O:17][C:18]4[CH:23]=[C:22]([F:24])[CH:21]=[CH:20][C:19]=4[Br:25])[CH2:13][CH2:12]3)[N:7]=[CH:8][C:9]=2[N:10]=1.CCN(CC)CC.[CH2:33]([O:35][C:36](=[O:39])[CH2:37][SH:38])[CH3:34]. (9) Given the product [C:1]([NH:5][C:6]1[N:13]=[C:12]([C:14]([F:17])([F:16])[F:15])[CH:11]=[CH:10][C:7]=1[C:8]([OH:23])=[O:18])([CH3:4])([CH3:3])[CH3:2], predict the reactants needed to synthesize it. The reactants are: [C:1]([NH:5][C:6]1[N:13]=[C:12]([C:14]([F:17])([F:16])[F:15])[CH:11]=[CH:10][C:7]=1[C:8]#N)([CH3:4])([CH3:3])[CH3:2].[OH-:18].[K+].C([OH:23])CC.